Dataset: Full USPTO retrosynthesis dataset with 1.9M reactions from patents (1976-2016). Task: Predict the reactants needed to synthesize the given product. (1) Given the product [NH:23]([C:2]1[N:7]=[C:6]([CH3:8])[N:5]=[C:4]([C@@H:9]2[CH2:11][C@H:10]2[C:12]2[N:16]([CH3:17])[C:15]3[CH:18]=[CH:19][CH:20]=[CH:21][C:14]=3[N:13]=2)[CH:3]=1)[NH2:24], predict the reactants needed to synthesize it. The reactants are: Cl[C:2]1[N:7]=[C:6]([CH3:8])[N:5]=[C:4]([C@@H:9]2[CH2:11][C@H:10]2[C:12]2[N:16]([CH3:17])[C:15]3[CH:18]=[CH:19][CH:20]=[CH:21][C:14]=3[N:13]=2)[CH:3]=1.O.[NH2:23][NH2:24]. (2) The reactants are: [CH3:1][O:2][C:3]1[CH:4]=[C:5]2[C:10](=[CH:11][CH:12]=1)[N:9]=[CH:8][CH:7]=[C:6]2[OH:13].[Br:14]N1C(=O)CCC1=O. Given the product [Br:14][C:7]1[CH:8]=[N:9][C:10]2[C:5]([C:6]=1[OH:13])=[CH:4][C:3]([O:2][CH3:1])=[CH:12][CH:11]=2, predict the reactants needed to synthesize it.